Dataset: Catalyst prediction with 721,799 reactions and 888 catalyst types from USPTO. Task: Predict which catalyst facilitates the given reaction. (1) Reactant: [N:1]1[N:2]2[CH2:11][CH2:10][CH2:9][C:3]2=[CH:4][C:5]=1[C:6]([O-])=[O:7].[K+].CN(C)C=O.C(Cl)(=O)C(Cl)=O.Cl.[CH3:25][NH:26][O:27][CH3:28].C(N(CC)C(C)C)(C)C. Product: [CH3:28][O:27][N:26]([CH3:25])[C:6]([C:5]1[CH:4]=[C:3]2[CH2:9][CH2:10][CH2:11][N:2]2[N:1]=1)=[O:7]. The catalyst class is: 46. (2) Reactant: [Br:1][C:2]1[CH:13]=[CH:12][C:11]([Cl:14])=[CH:10][C:3]=1[CH2:4][C:5]1[N:6]=[N:7][NH:8][N:9]=1.[CH2:15](N(CC)CC)C. Product: [Br:1][C:2]1[CH:13]=[CH:12][C:11]([Cl:14])=[CH:10][C:3]=1[CH2:4][C:5]1[N:6]=[N:7][N:8]([CH3:15])[N:9]=1. The catalyst class is: 10. (3) Reactant: [CH2:1]([O:16][C:17]1[CH:18]=[C:19]([CH:24]=[CH:25][CH:26]=1)[C:20]([O:22]C)=[O:21])[CH2:2][CH2:3][CH2:4][CH2:5][CH2:6][CH2:7][CH2:8][CH2:9][CH2:10][CH2:11][CH2:12][CH2:13][CH2:14][CH3:15].[OH-].[Na+].Cl.O. Product: [CH2:1]([O:16][C:17]1[CH:18]=[C:19]([CH:24]=[CH:25][CH:26]=1)[C:20]([OH:22])=[O:21])[CH2:2][CH2:3][CH2:4][CH2:5][CH2:6][CH2:7][CH2:8][CH2:9][CH2:10][CH2:11][CH2:12][CH2:13][CH2:14][CH3:15]. The catalyst class is: 214. (4) Reactant: C([O:3][C:4](=[O:25])[C:5]1[C:10]([OH:11])=[CH:9][N:8]=[C:7]([N:12]2[CH:16]=[C:15]([C:17]3[CH:22]=[CH:21][CH:20]=[CH:19][CH:18]=3)[C:14]([C:23]#[N:24])=[CH:13]2)[CH:6]=1)C.O1CCCC1.C(O)C.[OH-].[Li+]. Product: [C:23]([C:14]1[C:15]([C:17]2[CH:18]=[CH:19][CH:20]=[CH:21][CH:22]=2)=[CH:16][N:12]([C:7]2[CH:6]=[C:5]([C:10]([OH:11])=[CH:9][N:8]=2)[C:4]([OH:25])=[O:3])[CH:13]=1)#[N:24]. The catalyst class is: 6. (5) Reactant: [F:1][C:2]([P:8]([C:12]([F:18])([F:17])[C:13]([F:16])([F:15])[F:14])(=[O:11])[O:9]C)([F:7])[C:3]([F:6])([F:5])[F:4].[CH3:19][N:20]1[CH2:24][CH2:23][CH2:22][CH2:21]1. Product: [F:7][C:2]([P:8]([C:12]([F:17])([F:18])[C:13]([F:16])([F:15])[F:14])(=[O:9])[O-:11])([F:1])[C:3]([F:6])([F:5])[F:4].[CH3:19][N+:20]1([CH3:2])[CH2:24][CH2:23][CH2:22][CH2:21]1. The catalyst class is: 81. (6) Reactant: [Br-].[C:2]([CH2:4][CH2:5][CH2:6][P+](C1C=CC=CC=1)(C1C=CC=CC=1)C1C=CC=CC=1)#[N:3].CC([O-])(C)C.[K+].[CH2:32]([N:39]1[CH2:44][CH2:43][CH2:42][C:41](=O)[CH2:40]1)[C:33]1[CH:38]=[CH:37][CH:36]=[CH:35][CH:34]=1. Product: [CH2:32]([N:39]1[CH2:44][CH2:43][CH2:42][C:41](=[CH:6][CH2:5][CH2:4][C:2]#[N:3])[CH2:40]1)[C:33]1[CH:38]=[CH:37][CH:36]=[CH:35][CH:34]=1. The catalyst class is: 11.